This data is from NCI-60 drug combinations with 297,098 pairs across 59 cell lines. The task is: Regression. Given two drug SMILES strings and cell line genomic features, predict the synergy score measuring deviation from expected non-interaction effect. (1) Drug 1: CCCCCOC(=O)NC1=NC(=O)N(C=C1F)C2C(C(C(O2)C)O)O. Drug 2: CC(C)CN1C=NC2=C1C3=CC=CC=C3N=C2N. Cell line: MALME-3M. Synergy scores: CSS=-0.759, Synergy_ZIP=-1.96, Synergy_Bliss=-7.00, Synergy_Loewe=-5.27, Synergy_HSA=-5.39. (2) Drug 1: CC=C1C(=O)NC(C(=O)OC2CC(=O)NC(C(=O)NC(CSSCCC=C2)C(=O)N1)C(C)C)C(C)C. Drug 2: C1=NC(=NC(=O)N1C2C(C(C(O2)CO)O)O)N. Cell line: RPMI-8226. Synergy scores: CSS=83.9, Synergy_ZIP=3.23, Synergy_Bliss=3.45, Synergy_Loewe=0.333, Synergy_HSA=4.03. (3) Drug 1: C1=CC(=CC=C1CCC2=CNC3=C2C(=O)NC(=N3)N)C(=O)NC(CCC(=O)O)C(=O)O. Drug 2: C(CN)CNCCSP(=O)(O)O. Cell line: T-47D. Synergy scores: CSS=11.2, Synergy_ZIP=-0.00553, Synergy_Bliss=4.50, Synergy_Loewe=3.56, Synergy_HSA=3.58. (4) Drug 1: CN(C)C1=NC(=NC(=N1)N(C)C)N(C)C. Drug 2: C1=NNC2=C1C(=O)NC=N2. Cell line: KM12. Synergy scores: CSS=22.9, Synergy_ZIP=-1.74, Synergy_Bliss=4.22, Synergy_Loewe=10.1, Synergy_HSA=11.7. (5) Drug 1: CC1=C(C(=CC=C1)Cl)NC(=O)C2=CN=C(S2)NC3=CC(=NC(=N3)C)N4CCN(CC4)CCO. Drug 2: CC12CCC3C(C1CCC2OP(=O)(O)O)CCC4=C3C=CC(=C4)OC(=O)N(CCCl)CCCl.[Na+]. Cell line: NCIH23. Synergy scores: CSS=11.7, Synergy_ZIP=0.583, Synergy_Bliss=6.95, Synergy_Loewe=4.24, Synergy_HSA=5.29. (6) Drug 1: CC1C(C(CC(O1)OC2CC(OC(C2O)C)OC3=CC4=CC5=C(C(=O)C(C(C5)C(C(=O)C(C(C)O)O)OC)OC6CC(C(C(O6)C)O)OC7CC(C(C(O7)C)O)OC8CC(C(C(O8)C)O)(C)O)C(=C4C(=C3C)O)O)O)O. Drug 2: C1CC(=O)NC(=O)C1N2C(=O)C3=CC=CC=C3C2=O. Cell line: A498. Synergy scores: CSS=35.8, Synergy_ZIP=2.16, Synergy_Bliss=1.04, Synergy_Loewe=-30.8, Synergy_HSA=-0.764. (7) Synergy scores: CSS=-1.93, Synergy_ZIP=-0.134, Synergy_Bliss=-1.15, Synergy_Loewe=-3.69, Synergy_HSA=-2.02. Drug 1: CC1=C(C=C(C=C1)NC(=O)C2=CC=C(C=C2)CN3CCN(CC3)C)NC4=NC=CC(=N4)C5=CN=CC=C5. Drug 2: CN1C2=C(C=C(C=C2)N(CCCl)CCCl)N=C1CCCC(=O)O.Cl. Cell line: OVCAR-4.